Dataset: Forward reaction prediction with 1.9M reactions from USPTO patents (1976-2016). Task: Predict the product of the given reaction. (1) Given the reactants [C:1]1([CH3:7])[CH:6]=[CH:5][CH:4]=[CH:3][CH:2]=1.C(O[O:13][C:14](C)(C)C)(C)(C)C.[C]=O.[CH3:20][OH:21], predict the reaction product. The product is: [C:1]1([CH2:7][C:20]([O:13][CH3:14])=[O:21])[CH:6]=[CH:5][CH:4]=[CH:3][CH:2]=1. (2) Given the reactants [Cl:1][C:2]1[N:3]=[C:4]2[CH:12]=[C:11]([Cl:13])[CH:10]=[N:9][C:5]2=[N:6][C:7]=1Cl.[CH2:14]1[NH:19][CH2:18][CH2:17][N:16]2[CH2:20][CH2:21][CH2:22][CH:15]12, predict the reaction product. The product is: [Cl:1][C:2]1[N:3]=[C:4]2[CH:12]=[C:11]([Cl:13])[CH:10]=[N:9][C:5]2=[N:6][C:7]=1[N:19]1[CH2:18][CH2:17][N:16]2[CH2:20][CH2:21][CH2:22][CH:15]2[CH2:14]1. (3) Given the reactants [CH3:1][C@@:2]12[C@@H:18]([OH:19])[CH2:17][CH2:16][C@H:15]1[C@H:14]1[C@@H:5]([C:6]3[CH:7]=[CH:8][C:9]([OH:20])=[CH:10][C:11]=3[CH2:12][CH2:13]1)[CH2:4][CH2:3]2.[CH3:21][C:22]([O:24][C@:25]1([C:44]#[CH:45])[C@@:29]2([CH3:43])[CH2:30][CH2:31][C@@H:32]3[C@@H:42]4[C:36](=[CH:37][C:38]([CH2:40][CH2:41]4)=[O:39])[CH2:35][CH2:34][C@H:33]3[C@@H:28]2[CH2:27][CH2:26]1)=[O:23].CC(O)COC(CO)C.C(O)CCCCCCC/C=C\CCCCCCCC, predict the reaction product. The product is: [CH3:1][C@@:2]12[C@@H:18]([OH:19])[CH2:17][CH2:16][C@H:15]1[C@H:14]1[C@@H:5]([C:6]3[CH:7]=[CH:8][C:9]([OH:20])=[CH:10][C:11]=3[CH2:12][CH2:13]1)[CH2:4][CH2:3]2.[CH3:21][C:22]([O:24][C@:25]1([C:44]#[CH:45])[C@@:29]2([CH3:43])[CH2:30][CH2:31][C@@H:32]3[C@@H:42]4[C:36](=[CH:37][C:38]([CH2:40][CH2:41]4)=[O:39])[CH2:35][CH2:34][C@H:33]3[C@@H:28]2[CH2:27][CH2:26]1)=[O:23]. (4) Given the reactants [SH:1][C:2]1[N:7]=[N:6][C:5]([C:8](=[S:10])[NH2:9])=[CH:4][CH:3]=1.[H-].[Na+].Cl[CH2:14][CH2:15][CH2:16][CH2:17][O:18][C:19]1[CH:24]=[CH:23][CH:22]=[C:21]([C:25]([F:28])([F:27])[F:26])[CH:20]=1, predict the reaction product. The product is: [F:26][C:25]([F:27])([F:28])[C:21]1[CH:20]=[C:19]([CH:24]=[CH:23][CH:22]=1)[O:18][CH2:17][CH2:16][CH2:15][CH2:14][S:1][C:2]1[N:7]=[N:6][C:5]([C:8](=[S:10])[NH2:9])=[CH:4][CH:3]=1. (5) Given the reactants [C:1]([O-:4])([O-])=O.[K+].[K+].[OH:7][C:8]1[CH:15]=[C:14]([O:16][CH2:17][O:18][CH3:19])[CH:13]=[CH:12][C:9]=1[CH:10]=O.[CH3:20][CH:21]([CH3:25])[C:22](=O)C.CCOC(C)=O, predict the reaction product. The product is: [CH3:19][O:18][CH2:17][O:16][C:14]1[CH:15]=[C:8]2[C:9]([CH:10]=[C:20]([CH:1]=[O:4])[C:21]([CH3:25])([CH3:22])[O:7]2)=[CH:12][CH:13]=1. (6) Given the reactants [Cl:1][C:2]1[N:10]=[C:9]([C:11]([F:14])([F:13])[F:12])[CH:8]=[CH:7][C:3]=1[C:4]([OH:6])=O.[N+:15](=[CH:17][C:18]([O:20][CH2:21][CH3:22])=[O:19])=[N-:16], predict the reaction product. The product is: [CH2:21]([O:20][C:18](=[O:19])[C:17](=[N+:15]=[N-:16])[C:4]([C:3]1[C:2]([Cl:1])=[N:10][C:9]([C:11]([F:14])([F:13])[F:12])=[CH:8][CH:7]=1)=[O:6])[CH3:22]. (7) Given the reactants [K:1].C([O:9][C:10]1[C:11]([N:22]2[S:26](=[O:28])(=[O:27])[NH:25][C:24](=[O:29])[CH2:23]2)=[CH:12][C:13]2[C:18]([CH:19]=1)=[CH:17][CH:16]=[C:15]([O:20][CH3:21])[CH:14]=2)C1C=CC=CC=1, predict the reaction product. The product is: [K:1].[OH:9][C:10]1[C:11]([N:22]2[S:26](=[O:28])(=[O:27])[NH:25][C:24](=[O:29])[CH2:23]2)=[CH:12][C:13]2[C:18]([CH:19]=1)=[CH:17][CH:16]=[C:15]([O:20][CH3:21])[CH:14]=2. (8) Given the reactants [CH3:1][O:2][C:3]([C:5]1[C:10]([C:11]#[C:12][Si](C)(C)C)=[C:9]([NH:17]C(=O)C)[CH:8]=[C:7]([C:21]2[CH:26]=[CH:25][C:24]([Cl:27])=[C:23]([O:28][CH3:29])[C:22]=2[F:30])[N:6]=1)=[O:4].C(Cl)(=O)C.C(=O)([O-])[O-].[K+].[K+].Cl, predict the reaction product. The product is: [CH3:1][O:2][C:3]([C:5]1[C:10]([C:11]#[CH:12])=[C:9]([NH2:17])[CH:8]=[C:7]([C:21]2[CH:26]=[CH:25][C:24]([Cl:27])=[C:23]([O:28][CH3:29])[C:22]=2[F:30])[N:6]=1)=[O:4]. (9) Given the reactants [Cl:1][C:2]1[N:7]=[C:6](Cl)[C:5]([CH3:9])=[CH:4][N:3]=1.CCN(C(C)C)C(C)C.[C:19]([O:23][C:24](=[O:33])[NH:25][C@H:26]1[CH2:31][CH2:30][C@@H:29]([NH2:32])[CH2:28][CH2:27]1)([CH3:22])([CH3:21])[CH3:20], predict the reaction product. The product is: [C:19]([O:23][C:24](=[O:33])[NH:25][C@H:26]1[CH2:27][CH2:28][C@@H:29]([NH:32][C:6]2[C:5]([CH3:9])=[CH:4][N:3]=[C:2]([Cl:1])[N:7]=2)[CH2:30][CH2:31]1)([CH3:22])([CH3:20])[CH3:21].